Dataset: Peptide-MHC class II binding affinity with 134,281 pairs from IEDB. Task: Regression. Given a peptide amino acid sequence and an MHC pseudo amino acid sequence, predict their binding affinity value. This is MHC class II binding data. (1) The peptide sequence is IGGPVSSHNHIPGYK. The MHC is DRB4_0103 with pseudo-sequence DRB4_0103. The binding affinity (normalized) is 0.593. (2) The peptide sequence is EKKYFARTQFEPLAA. The MHC is HLA-DPA10103-DPB10401 with pseudo-sequence HLA-DPA10103-DPB10401. The binding affinity (normalized) is 1.00. (3) The MHC is DRB5_0101 with pseudo-sequence DRB5_0101. The binding affinity (normalized) is 0.750. The peptide sequence is GWYLVAATAAAATLR. (4) The peptide sequence is DVCGMFTNRSGSQQWR. The MHC is DRB5_0101 with pseudo-sequence DRB5_0101. The binding affinity (normalized) is 0.324.